Task: Binary Classification. Given a T-cell receptor sequence (or CDR3 region) and an epitope sequence, predict whether binding occurs between them.. Dataset: TCR-epitope binding with 47,182 pairs between 192 epitopes and 23,139 TCRs (1) The epitope is LPAADLDDF. The TCR CDR3 sequence is CASSQVRGILTDTQYF. Result: 0 (the TCR does not bind to the epitope). (2) The epitope is TFYLTNDVSFL. The TCR CDR3 sequence is CASSPGQGGYNEQFF. Result: 1 (the TCR binds to the epitope). (3) The epitope is GTITVEELK. The TCR CDR3 sequence is CASSGEREGQVGELFF. Result: 0 (the TCR does not bind to the epitope). (4) The epitope is ITEEVGHTDLMAAY. The TCR CDR3 sequence is CASSLVDSANTEAFF. Result: 1 (the TCR binds to the epitope). (5) The epitope is DATYQRTRALVR. Result: 0 (the TCR does not bind to the epitope). The TCR CDR3 sequence is CASSLVDRGTDTQYF. (6) The epitope is VLWAHGFEL. The TCR CDR3 sequence is CASSHRDRGGTGELFF. Result: 1 (the TCR binds to the epitope). (7) The epitope is FTISVTTEIL. The TCR CDR3 sequence is CASSLDRQTNYGYTF. Result: 1 (the TCR binds to the epitope). (8) The epitope is YIFFASFYY. The TCR CDR3 sequence is CASSPAGSPYYEQYF. Result: 0 (the TCR does not bind to the epitope). (9) The epitope is LPPIVAKEI. The TCR CDR3 sequence is CASSHTSGGGDTQYF. Result: 0 (the TCR does not bind to the epitope).